From a dataset of Catalyst prediction with 721,799 reactions and 888 catalyst types from USPTO. Predict which catalyst facilitates the given reaction. (1) Reactant: [CH3:1][O:2][C:3]1[CH:4]=[C:5]2[C:10](=[CH:11][C:12]=1[O:13][CH3:14])[N:9]=[CH:8][CH:7]=[C:6]2[O:15][C:16]1[CH:22]=[CH:21][C:19]([NH2:20])=[C:18]([CH3:23])[C:17]=1[CH3:24].Cl[C:26](Cl)([O:28][C:29](=[O:35])OC(Cl)(Cl)Cl)Cl.[CH:37]1(O)[CH2:41]C[CH2:39][CH2:38]1.C(=O)(O)[O-].[Na+]. Product: [CH3:1][O:2][C:3]1[CH:4]=[C:5]2[C:10](=[CH:11][C:12]=1[O:13][CH3:14])[N:9]=[CH:8][CH:7]=[C:6]2[O:15][C:16]1[CH:22]=[CH:21][C:19]([NH:20][C:29](=[O:35])[O:28][CH:26]2[CH2:39][CH2:38][CH2:37][CH2:41]2)=[C:18]([CH3:23])[C:17]=1[CH3:24]. The catalyst class is: 208. (2) Reactant: [C:1]1([C:7]2[C:16]3[C:11](=[CH:12][CH:13]=[CH:14][CH:15]=3)[CH2:10][CH2:9][N:8]=2)[CH:6]=[CH:5][CH:4]=[CH:3][CH:2]=1.[CH3:17][O:18][C:19]1[CH:20]=[C:21]([CH:27]=[C:28]([O:30][CH3:31])[CH:29]=1)[O:22][CH2:23][C:24](O)=[O:25].C(N(CC)CC)C.O=C1N(P(Cl)(N2CCOC2=O)=O)CCO1. Product: [CH3:17][O:18][C:19]1[CH:20]=[C:21]([CH:27]=[C:28]([O:30][CH3:31])[CH:29]=1)[O:22][C@H:23]1[C@:7]2([C:1]3[CH:2]=[CH:3][CH:4]=[CH:5][CH:6]=3)[C:16]3[C:11]([CH2:10][CH2:9][N:8]2[C:24]1=[O:25])=[CH:12][CH:13]=[CH:14][CH:15]=3. The catalyst class is: 2. (3) Reactant: Cl.[C:2](=[NH:9])([NH2:8])[CH2:3][CH2:4][CH2:5][CH:6]=[CH2:7].[O-]CC.[Na+].C(O[CH:17]=[CH:18][C:19](=O)[C:20]([F:23])([F:22])[F:21])C. Product: [CH2:3]([C:2]1[N:8]=[C:19]([C:20]([F:23])([F:22])[F:21])[CH:18]=[CH:17][N:9]=1)[CH2:4][CH2:5][CH:6]=[CH2:7]. The catalyst class is: 8. (4) Reactant: [NH2:1][C:2]([C:4]1[O:5][C:6]2[CH:31]=[CH:30][C:29]([Br:32])=[CH:28][C:7]=2[C:8]=1[NH:9][C:10](=[O:27])[C@H:11]([CH2:20][C:21]1[CH:26]=[CH:25][CH:24]=[CH:23][CH:22]=1)[NH:12]C(OC(C)(C)C)=O)=[O:3].[ClH:33].O1CCOCC1. Product: [ClH:33].[NH2:1][C:2]([C:4]1[O:5][C:6]2[CH:31]=[CH:30][C:29]([Br:32])=[CH:28][C:7]=2[C:8]=1[NH:9][C:10](=[O:27])[C@H:11]([CH2:20][C:21]1[CH:26]=[CH:25][CH:24]=[CH:23][CH:22]=1)[NH2:12])=[O:3]. The catalyst class is: 370. (5) Reactant: [Br:1][C:2]1[CH:7]=[C:6]([N+:8]([O-])=O)[CH:5]=[CH:4][C:3]=1[CH3:11].C(O)C.C(O)(=O)C.N. Product: [Br:1][C:2]1[CH:7]=[C:6]([NH2:8])[CH:5]=[CH:4][C:3]=1[CH3:11]. The catalyst class is: 693.